Dataset: Reaction yield outcomes from USPTO patents with 853,638 reactions. Task: Predict the reaction yield, written as a fraction of the theoretical maximum amount of product (1.0 means a 100% yield; for example, 0.34 means a 34% yield). The reactants are [N:1]1[CH:6]=[CH:5][N:4]=[CH:3][C:2]=1[C:7]1[N:11]2[CH2:12][CH2:13][NH:14][C:15](=[O:16])[C:10]2=[N:9][N:8]=1.Br[CH2:18][C:19]1[CH:24]=[CH:23][CH:22]=[C:21]([C:25]([F:28])([F:27])[F:26])[C:20]=1[Cl:29].Br[CH2:31]C1C=CC=C(Cl)C=1Cl. No catalyst specified. The product is [Cl:29][C:20]1[C:21]([C:25]([F:28])([F:27])[F:26])=[CH:22][CH:23]=[CH:24][C:19]=1[CH2:18][N:14]1[CH:13]([CH3:31])[CH2:12][N:11]2[C:7]([C:2]3[CH:3]=[N:4][CH:5]=[CH:6][N:1]=3)=[N:8][N:9]=[C:10]2[C:15]1=[O:16]. The yield is 0.630.